From a dataset of Forward reaction prediction with 1.9M reactions from USPTO patents (1976-2016). Predict the product of the given reaction. (1) Given the reactants C(N(CCCC)C(C1C(Cl)=C(C)[N:10]([C:15]2[CH:20]=[CH:19][C:18](OCC(=O)[NH:10][C:15]3[CH:20]=[CH:19][CH:18]=[CH:17][CH:16]=3)=[CH:17][C:16]=2C(N2[C@H](CO)CC3C(=CC=CC=3)C2)=O)N=1)=O)CCC.[CH2:50]([N:54]([CH2:88][CH2:89][CH2:90][CH3:91])[C:55]([C:57]1[CH:61]=[C:60]([CH3:62])[N:59]([C:63]2[CH:64]=[C:65]([CH:71]=[CH:72][C:73]=2[C:74]([N:76]2[C@H:85]([CH2:86][OH:87])[CH2:84][C:83]3[C:78](=[CH:79][CH:80]=[CH:81][CH:82]=3)[CH2:77]2)=[O:75])[O:66][CH2:67][C:68](O)=[O:69])[N:58]=1)=[O:56])[CH2:51][CH2:52][CH3:53], predict the reaction product. The product is: [CH2:88]([N:54]([CH2:50][CH2:51][CH2:52][CH3:53])[C:55]([C:57]1[CH:61]=[C:60]([CH3:62])[N:59]([C:63]2[CH:64]=[C:65]([O:66][CH2:67][C:68](=[O:69])[NH:10][C:15]3[CH:20]=[CH:19][CH:18]=[CH:17][CH:16]=3)[CH:71]=[CH:72][C:73]=2[C:74]([N:76]2[C@H:85]([CH2:86][OH:87])[CH2:84][C:83]3[C:78](=[CH:79][CH:80]=[CH:81][CH:82]=3)[CH2:77]2)=[O:75])[N:58]=1)=[O:56])[CH2:89][CH2:90][CH3:91]. (2) Given the reactants [F:1][CH:2]([F:26])[O:3][C:4]1[CH:5]=[CH:6][C:7]([N:17]2[CH:21]=[C:20]([C:22]([F:25])([F:24])[F:23])[N:19]=[N:18]2)=[C:8]([C:10]2[N:15]=[CH:14][N:13]=[C:12]([OH:16])[CH:11]=2)[CH:9]=1.N[C@@H:28]1[C:44]2[CH:45]=[C:40]([CH:41]=[CH:42][N:43]=2)[C:39]2[N:38]([CH:46]([F:48])[F:47])[N:37]=[CH:36][C:35]=2[NH:34][C:33](=[O:49])[C@H:32]([CH3:50])[CH2:31][CH2:30][CH2:29]1.CN(C(ON1N=NC2C=CC=NC1=2)=[N+](C)C)C.F[P-](F)(F)(F)(F)F.C1CCN2C(=NCCC2)CC1, predict the reaction product. The product is: [F:26][CH:2]([F:1])[O:3][C:4]1[CH:5]=[CH:6][C:7]([N:17]2[CH:21]=[C:20]([C:22]([F:25])([F:24])[F:23])[N:19]=[N:18]2)=[C:8]([C:10]2[N:15]=[CH:14][N:13]([C@@H:28]3[C:44]4[CH:45]=[C:40]([CH:41]=[CH:42][N:43]=4)[C:39]4[N:38]([CH:46]([F:47])[F:48])[N:37]=[CH:36][C:35]=4[NH:34][C:33](=[O:49])[C@H:32]([CH3:50])[CH2:31][CH2:30][CH2:29]3)[C:12](=[O:16])[CH:11]=2)[CH:9]=1.